The task is: Regression. Given two drug SMILES strings and cell line genomic features, predict the synergy score measuring deviation from expected non-interaction effect.. This data is from NCI-60 drug combinations with 297,098 pairs across 59 cell lines. Drug 1: CC1C(C(=O)NC(C(=O)N2CCCC2C(=O)N(CC(=O)N(C(C(=O)O1)C(C)C)C)C)C(C)C)NC(=O)C3=C4C(=C(C=C3)C)OC5=C(C(=O)C(=C(C5=N4)C(=O)NC6C(OC(=O)C(N(C(=O)CN(C(=O)C7CCCN7C(=O)C(NC6=O)C(C)C)C)C)C(C)C)C)N)C. Drug 2: CC1C(C(CC(O1)OC2CC(CC3=C2C(=C4C(=C3O)C(=O)C5=C(C4=O)C(=CC=C5)OC)O)(C(=O)CO)O)N)O.Cl. Cell line: T-47D. Synergy scores: CSS=24.4, Synergy_ZIP=7.55, Synergy_Bliss=10.7, Synergy_Loewe=3.62, Synergy_HSA=7.68.